Dataset: Reaction yield outcomes from USPTO patents with 853,638 reactions. Task: Predict the reaction yield, written as a fraction of the theoretical maximum amount of product (1.0 means a 100% yield; for example, 0.34 means a 34% yield). (1) The catalyst is CO. The product is [F:1][C:2]1[CH:9]=[C:8]([N+:10]([O-:12])=[O:11])[CH:7]=[CH:6][C:3]=1[CH2:4][OH:5]. The yield is 0.990. The reactants are [F:1][C:2]1[CH:9]=[C:8]([N+:10]([O-:12])=[O:11])[CH:7]=[CH:6][C:3]=1[CH:4]=[O:5].[BH4-].[Na+]. (2) The reactants are [O:1]=[C:2]1[C:8]2[CH:9]=[CH:10][C:11]([N:13]3[CH2:17][C@H:16]([CH2:18][O:19][C:20]4[CH:25]=[CH:24][CH:23]=[CH:22][N:21]=4)[O:15][C:14]3=[O:26])=[CH:12][C:7]=2[CH2:6][CH2:5][CH2:4][CH2:3]1.CO[CH:29](OC)[N:30]([CH3:32])[CH3:31]. The catalyst is C(O)CC. The product is [CH3:29][N:30]([CH:32]=[C:3]1[CH2:4][CH2:5][CH2:6][C:7]2[CH:12]=[C:11]([N:13]3[CH2:17][C@H:16]([CH2:18][O:19][C:20]4[CH:25]=[CH:24][CH:23]=[CH:22][N:21]=4)[O:15][C:14]3=[O:26])[CH:10]=[CH:9][C:8]=2[C:2]1=[O:1])[CH3:31]. The yield is 0.650. (3) The reactants are [NH:1]1[C:9]2[C:4](=[CH:5][CH:6]=[C:7]([OH:10])[CH:8]=2)[CH:3]=[N:2]1.[C:11](O[C:11]([O:13][C:14]([CH3:17])([CH3:16])[CH3:15])=[O:12])([O:13][C:14]([CH3:17])([CH3:16])[CH3:15])=[O:12].C(N(CC)CC)C. The catalyst is CN(C)C1C=CN=CC=1.O1CCCC1. The product is [OH:10][C:7]1[CH:8]=[C:9]2[C:4]([CH:3]=[N:2][N:1]2[C:11]([O:13][C:14]([CH3:17])([CH3:16])[CH3:15])=[O:12])=[CH:5][CH:6]=1. The yield is 0.224.